Dataset: Reaction yield outcomes from USPTO patents with 853,638 reactions. Task: Predict the reaction yield, written as a fraction of the theoretical maximum amount of product (1.0 means a 100% yield; for example, 0.34 means a 34% yield). The reactants are [O:1]1[C:6]2([CH2:11][CH2:10][CH:9]([N:12]3[C:17](=[O:18])[C:16]([CH2:19][C:20]4[CH:25]=[CH:24][C:23]([C:26]5[C:27]([C:32]#[N:33])=[CH:28][CH:29]=[CH:30][CH:31]=5)=[CH:22][CH:21]=4)=[C:15]([CH2:34][CH2:35][CH3:36])[N:14]4[N:37]=[CH:38][N:39]=[C:13]34)[CH2:8][CH2:7]2)[O:5][CH2:4][CH2:3][CH2:2]1.C([BH3-])#N.[Na+].O1CCCC1. The catalyst is C(OCC)(=O)C. The product is [OH:1][CH2:2][CH2:3][CH2:4][O:5][C@H:6]1[CH2:11][CH2:10][C@H:9]([N:12]2[C:17](=[O:18])[C:16]([CH2:19][C:20]3[CH:21]=[CH:22][C:23]([C:26]4[C:27]([C:32]#[N:33])=[CH:28][CH:29]=[CH:30][CH:31]=4)=[CH:24][CH:25]=3)=[C:15]([CH2:34][CH2:35][CH3:36])[N:14]3[N:37]=[CH:38][N:39]=[C:13]23)[CH2:8][CH2:7]1. The yield is 0.330.